Task: Regression/Classification. Given a drug SMILES string, predict its absorption, distribution, metabolism, or excretion properties. Task type varies by dataset: regression for continuous measurements (e.g., permeability, clearance, half-life) or binary classification for categorical outcomes (e.g., BBB penetration, CYP inhibition). Dataset: rlm.. Dataset: Rat liver microsome stability data (1) The compound is Cc1c(C(=O)Nc2cccc(Cl)n2)nn(C)c1-c1ccc(F)cc1. The result is 0 (unstable in rat liver microsomes). (2) The compound is Cc1c2c(n3c1CCCNC(=O)[C@H](C)Nc1cc-3ccc1C(N)=O)CC(C)(C)CC2=O. The result is 0 (unstable in rat liver microsomes).